This data is from Catalyst prediction with 721,799 reactions and 888 catalyst types from USPTO. The task is: Predict which catalyst facilitates the given reaction. (1) Reactant: [CH3:1][C@H:2]1[CH2:11][C@@H:10]([N:12]([C:17]2[CH:22]=[CH:21][CH:20]=[CH:19][CH:18]=2)[C:13](=[O:16])[CH2:14][CH3:15])[C:9]2[C:4](=[CH:5][CH:6]=[CH:7][CH:8]=2)[N:3]1[C:23](=[O:33])[C:24]1[CH:29]=[CH:28][C:27]([N+:30]([O-])=O)=[CH:26][CH:25]=1. Product: [NH2:30][C:27]1[CH:26]=[CH:25][C:24]([C:23]([N:3]2[C:4]3[C:9](=[CH:8][CH:7]=[CH:6][CH:5]=3)[C@H:10]([N:12]([C:17]3[CH:18]=[CH:19][CH:20]=[CH:21][CH:22]=3)[C:13](=[O:16])[CH2:14][CH3:15])[CH2:11][C@@H:2]2[CH3:1])=[O:33])=[CH:29][CH:28]=1. The catalyst class is: 29. (2) Reactant: [O:1]1[CH:5]=[CH:4][C:3]([NH:6][C:7](=[O:13])[O:8][C:9]([CH3:12])([CH3:11])[CH3:10])=[CH:2]1.CN(CCN(C)C)C.C([Li])CCC.[C:27](=O)([O:30]C)[O:28][CH3:29]. Product: [CH3:29][O:28][C:27]([C:2]1[O:1][CH:5]=[CH:4][C:3]=1[NH:6][C:7](=[O:13])[O:8][C:9]([CH3:10])([CH3:12])[CH3:11])=[O:30]. The catalyst class is: 1.